This data is from Forward reaction prediction with 1.9M reactions from USPTO patents (1976-2016). The task is: Predict the product of the given reaction. (1) The product is: [F:1][C:2]1[C:3]([N+:15]([O-:17])=[O:16])=[C:4]([CH:8]=[C:9]([O:13][CH3:14])[C:10]=1[O:11][CH3:12])[C:5]([NH2:22])=[O:6]. Given the reactants [F:1][C:2]1[C:3]([N+:15]([O-:17])=[O:16])=[C:4]([CH:8]=[C:9]([O:13][CH3:14])[C:10]=1[O:11][CH3:12])[C:5](O)=[O:6].S(Cl)(Cl)=O.[NH3:22].C1COCC1, predict the reaction product. (2) Given the reactants [NH:1]1[C:9]2[C:4](=[CH:5][CH:6]=[CH:7][CH:8]=2)[CH:3]=[C:2]1[C:10]([O:12][CH2:13][CH3:14])=[O:11].C1C(=O)N([Cl:22])C(=O)C1, predict the reaction product. The product is: [Cl:22][C:3]1[C:4]2[C:9](=[CH:8][CH:7]=[CH:6][CH:5]=2)[NH:1][C:2]=1[C:10]([O:12][CH2:13][CH3:14])=[O:11]. (3) Given the reactants [Cl:1][C:2]1[CH:11]=[C:10]([C:12](=[O:14])[CH3:13])[C:9]([N:15]2[CH2:20][CH2:19][NH:18][CH2:17][CH2:16]2)=[C:8]2[C:3]=1[CH:4]=[CH:5][CH:6]=[N:7]2.[F:21][C:22]1[CH:30]=[CH:29][C:25]([C:26](Cl)=[O:27])=[CH:24][CH:23]=1.C(N(CC)CC)C, predict the reaction product. The product is: [Cl:1][C:2]1[CH:11]=[C:10]([C:12](=[O:14])[CH3:13])[C:9]([N:15]2[CH2:16][CH2:17][N:18]([C:26](=[O:27])[C:25]3[CH:29]=[CH:30][C:22]([F:21])=[CH:23][CH:24]=3)[CH2:19][CH2:20]2)=[C:8]2[C:3]=1[CH:4]=[CH:5][CH:6]=[N:7]2. (4) Given the reactants [CH3:1][NH:2][CH3:3].CS(O[CH2:9][CH2:10][CH2:11][CH2:12][C:13]1[C:14]([O:48][CH3:49])=[N:15][C:16](/[C:19](/[C:38]2[CH:43]=[CH:42][C:41]([C:44]([CH3:47])([CH3:46])[CH3:45])=[CH:40][CH:39]=2)=[CH:20]/[C@H:21]2[CH2:25][CH2:24][C:23](=[O:26])[N:22]2[CH2:27][C:28]2[CH:33]=[CH:32][C:31]([O:34][CH3:35])=[CH:30][C:29]=2[O:36][CH3:37])=[CH:17][CH:18]=1)(=O)=O, predict the reaction product. The product is: [C:44]([C:41]1[CH:40]=[CH:39][C:38](/[C:19](/[C:16]2[CH:17]=[CH:18][C:13]([CH2:12][CH2:11][CH2:10][CH2:9][N:2]([CH3:3])[CH3:1])=[C:14]([O:48][CH3:49])[N:15]=2)=[CH:20]\[C@@H:21]2[N:22]([CH2:27][C:28]3[CH:33]=[CH:32][C:31]([O:34][CH3:35])=[CH:30][C:29]=3[O:36][CH3:37])[C:23](=[O:26])[CH2:24][CH2:25]2)=[CH:43][CH:42]=1)([CH3:47])([CH3:46])[CH3:45]. (5) Given the reactants [Br:1][C:2]1[CH:11]=[CH:10][C:9]2[N:8]=[CH:7][C:6]3[NH:12][C:13](=[O:26])[N:14]([C:15]4[CH:20]=[CH:19][C:18]([C:21]([CH3:25])([CH3:24])[C:22]#[N:23])=[CH:17][CH:16]=4)[C:5]=3[C:4]=2[CH:3]=1.C(N(CC)CC)C.[F:34][C:35]([F:48])([F:47])[O:36][C:37]1[CH:42]=[CH:41][C:40]([S:43](Cl)(=[O:45])=[O:44])=[CH:39][CH:38]=1.O, predict the reaction product. The product is: [Br:1][C:2]1[CH:11]=[CH:10][C:9]2[N:8]=[CH:7][C:6]3[N:12]([S:43]([C:40]4[CH:39]=[CH:38][C:37]([O:36][C:35]([F:34])([F:47])[F:48])=[CH:42][CH:41]=4)(=[O:45])=[O:44])[C:13](=[O:26])[N:14]([C:15]4[CH:20]=[CH:19][C:18]([C:21]([CH3:24])([CH3:25])[C:22]#[N:23])=[CH:17][CH:16]=4)[C:5]=3[C:4]=2[CH:3]=1. (6) Given the reactants [CH3:1][C:2]1([CH3:20])[CH2:18][N:7]2[C:8]3[CH:9]=[C:10]([C:15]([OH:17])=O)[CH:11]=[CH:12][C:13]=3[CH:14]=[C:6]2[C:5](=[O:19])[NH:4][CH2:3]1.C(N1C=CN=C1)(N1C=CN=C1)=O.[CH3:33][C:34]1[O:38][N:37]=[C:36]([NH2:39])[CH:35]=1.N1(C2CCCCCCCCCC2)CCCN=CCCCCC1, predict the reaction product. The product is: [CH3:20][C:2]1([CH3:1])[CH2:18][N:7]2[C:8]3[CH:9]=[C:10]([C:15]([NH:39][C:36]4[CH:35]=[C:34]([CH3:33])[O:38][N:37]=4)=[O:17])[CH:11]=[CH:12][C:13]=3[CH:14]=[C:6]2[C:5](=[O:19])[NH:4][CH2:3]1.